From a dataset of CYP2C9 inhibition data for predicting drug metabolism from PubChem BioAssay. Regression/Classification. Given a drug SMILES string, predict its absorption, distribution, metabolism, or excretion properties. Task type varies by dataset: regression for continuous measurements (e.g., permeability, clearance, half-life) or binary classification for categorical outcomes (e.g., BBB penetration, CYP inhibition). Dataset: cyp2c9_veith. (1) The compound is CN(CC(=O)O)Cc1oc(CO)cc(=O)c1O. The result is 0 (non-inhibitor). (2) The drug is C[C@]1(c2ccccc2)O[C@@H]2C[C@@H]3[C@@H]4CCC5=CC(=O)C=C[C@@]5(C)[C@]4(F)[C@H](O)C[C@]3(C)[C@@]2(C(=O)CO)O1. The result is 0 (non-inhibitor).